From a dataset of Peptide-MHC class II binding affinity with 134,281 pairs from IEDB. Regression. Given a peptide amino acid sequence and an MHC pseudo amino acid sequence, predict their binding affinity value. This is MHC class II binding data. (1) The binding affinity (normalized) is 0.480. The peptide sequence is RNFQKVNPEGLIKEF. The MHC is DRB1_1302 with pseudo-sequence DRB1_1302. (2) The binding affinity (normalized) is 0.734. The MHC is DRB1_1501 with pseudo-sequence DRB1_1501. The peptide sequence is SPEVIPMFSALSEGAT. (3) The peptide sequence is IGNGGPCLFMRTVSH. The MHC is DRB1_0701 with pseudo-sequence DRB1_0701. The binding affinity (normalized) is 0.485. (4) The binding affinity (normalized) is 0.686. The peptide sequence is TNLKVQLIRMAEAEM. The MHC is DRB4_0103 with pseudo-sequence DRB4_0103. (5) The peptide sequence is TESGPQGLYMGNLSQ. The MHC is DRB1_0101 with pseudo-sequence DRB1_0101. The binding affinity (normalized) is 0.410. (6) The peptide sequence is SHLIKIPLLIGYGNK. The MHC is HLA-DQA10101-DQB10501 with pseudo-sequence HLA-DQA10101-DQB10501. The binding affinity (normalized) is 0.249.